This data is from Forward reaction prediction with 1.9M reactions from USPTO patents (1976-2016). The task is: Predict the product of the given reaction. (1) Given the reactants Br[C:2]1[C:3](=[O:32])[N:4]([CH2:24][CH2:25][C:26]2[CH:31]=[CH:30][CH:29]=[CH:28][CH:27]=2)[C:5]([C:9]2[CH:14]=[CH:13][CH:12]=[C:11]([F:15])[C:10]=2[O:16][CH2:17][C:18]2[CH:23]=[CH:22][CH:21]=[CH:20][CH:19]=2)=[N:6][C:7]=1[CH3:8].[Cl:33][C:34]1[S:35][C:36](Br)=[CH:37][CH:38]=1.C[Sn](C)C.C[Sn](C)C, predict the reaction product. The product is: [Cl:33][C:34]1[S:35][C:36]([C:2]2[C:3](=[O:32])[N:4]([CH2:24][CH2:25][C:26]3[CH:31]=[CH:30][CH:29]=[CH:28][CH:27]=3)[C:5]([C:9]3[CH:14]=[CH:13][CH:12]=[C:11]([F:15])[C:10]=3[O:16][CH2:17][C:18]3[CH:23]=[CH:22][CH:21]=[CH:20][CH:19]=3)=[N:6][C:7]=2[CH3:8])=[CH:37][CH:38]=1. (2) Given the reactants F[C:2]1[CH:8]=[CH:7][C:6]([N+:9]([O-:11])=[O:10])=[CH:5][C:3]=1[NH2:4].[C:12](=[S:17])(OCC)[S-:13].[K+].Cl, predict the reaction product. The product is: [N+:9]([C:6]1[CH:7]=[CH:8][C:2]2[S:13][C:12]([SH:17])=[N:4][C:3]=2[CH:5]=1)([O-:11])=[O:10]. (3) Given the reactants [Br:1][C:2]1[CH:10]=[CH:9][CH:8]=[C:7]([F:11])[C:3]=1[C:4]([OH:6])=[O:5].[C:12](=O)([O-])[O-].[K+].[K+].CI, predict the reaction product. The product is: [Br:1][C:2]1[CH:10]=[CH:9][CH:8]=[C:7]([F:11])[C:3]=1[C:4]([O:6][CH3:12])=[O:5]. (4) Given the reactants [CH3:1][CH2:2][CH2:3][CH:4]([C:6]1([CH2:15][CH3:16])[C:13](=[O:14])[N-:12][C:10](=[O:11])[NH:9][C:7]1=[O:8])[CH3:5].[Na+].[Cl-], predict the reaction product. The product is: [CH3:1][CH2:2][CH2:3][CH:4]([C:6]1([CH2:15][CH3:16])[C:13](=[O:14])[NH:12][C:10](=[O:11])[NH:9][C:7]1=[O:8])[CH3:5]. (5) Given the reactants FC(F)(F)S(O[C:7]1[CH:16]=[CH:15][C:14]2[C:9](=[C:10]([CH2:18][CH2:19][C:20]34[CH2:27][CH2:26][C:23]([NH:28][C:29]([O:31][C:32]([CH3:35])([CH3:34])[CH3:33])=[O:30])([CH2:24][CH2:25]3)[CH2:22][O:21]4)[C:11]([F:17])=[CH:12][N:13]=2)[N:8]=1)(=O)=O.[CH3:38][N:39]1CCCC1=O, predict the reaction product. The product is: [C:38]([C:7]1[N:8]=[C:9]2[C:14](=[CH:15][CH:16]=1)[N:13]=[CH:12][C:11]([F:17])=[C:10]2[CH2:18][CH2:19][C:20]12[CH2:27][CH2:26][C:23]([NH:28][C:29](=[O:30])[O:31][C:32]([CH3:34])([CH3:35])[CH3:33])([CH2:24][CH2:25]1)[CH2:22][O:21]2)#[N:39]. (6) Given the reactants [CH2:1]([C@@H:3]1[CH2:8][CH2:7][C@H:6]([O:9][C:10]2[C:11]([C:23]([F:26])([F:25])[F:24])=[C:12]3[C:17](=[CH:18][CH:19]=2)[CH:16]=[C:15]([CH:20](O)[CH3:21])[CH:14]=[CH:13]3)[CH2:5][CH2:4]1)[CH3:2].O1CCCC1.P(Br)(Br)[Br:33].C(Cl)Cl, predict the reaction product. The product is: [Br:33][CH:20]([C:15]1[CH:16]=[C:17]2[C:12](=[CH:13][CH:14]=1)[C:11]([C:23]([F:26])([F:25])[F:24])=[C:10]([O:9][C@H:6]1[CH2:7][CH2:8][C@@H:3]([CH2:1][CH3:2])[CH2:4][CH2:5]1)[CH:19]=[CH:18]2)[CH3:21].